Task: Predict the reactants needed to synthesize the given product.. Dataset: Full USPTO retrosynthesis dataset with 1.9M reactions from patents (1976-2016) Given the product [Cl:14][C:15]1[CH:16]=[CH:17][C:18]([NH:21][C:22]([C:24]2[C:29]([NH:30][C:31](=[O:41])[C:32]3[CH:33]=[CH:34][C:35]([S:38][CH3:39])=[CH:36][C:37]=3[O:13][CH2:12][CH:10]3[CH2:11][N:8]([C:6]([O:5][C:1]([CH3:4])([CH3:3])[CH3:2])=[O:7])[CH2:9]3)=[CH:28][CH:27]=[CH:26][N:25]=2)=[O:23])=[N:19][CH:20]=1, predict the reactants needed to synthesize it. The reactants are: [C:1]([O:5][C:6]([N:8]1[CH2:11][CH:10]([CH2:12][OH:13])[CH2:9]1)=[O:7])([CH3:4])([CH3:3])[CH3:2].[Cl:14][C:15]1[CH:16]=[CH:17][C:18]([NH:21][C:22]([C:24]2[C:29]([NH:30][C:31](=[O:41])[C:32]3[CH:37]=[CH:36][C:35]([S:38][CH3:39])=[CH:34][C:33]=3O)=[CH:28][CH:27]=[CH:26][N:25]=2)=[O:23])=[N:19][CH:20]=1.